Dataset: Reaction yield outcomes from USPTO patents with 853,638 reactions. Task: Predict the reaction yield, written as a fraction of the theoretical maximum amount of product (1.0 means a 100% yield; for example, 0.34 means a 34% yield). The reactants are C[O:2][C:3]1[CH:21]=[CH:20][CH:19]=[C:18]([CH3:22])[C:4]=1[CH2:5][NH:6][C:7]1[C:8]2[N:9]([C:13]([CH3:17])=[C:14]([CH3:16])[N:15]=2)[CH:10]=[CH:11][CH:12]=1.B(Br)(Br)Br.O. The catalyst is C(Cl)Cl. The product is [OH:2][C:3]1[CH:21]=[CH:20][CH:19]=[C:18]([CH3:22])[C:4]=1[CH2:5][NH:6][C:7]1[C:8]2[N:9]([C:13]([CH3:17])=[C:14]([CH3:16])[N:15]=2)[CH:10]=[CH:11][CH:12]=1. The yield is 0.570.